This data is from Reaction yield outcomes from USPTO patents with 853,638 reactions. The task is: Predict the reaction yield, written as a fraction of the theoretical maximum amount of product (1.0 means a 100% yield; for example, 0.34 means a 34% yield). (1) The reactants are [CH3:1][CH:2]([C@H:4]1[CH2:9][NH:8][CH2:7][CH2:6][N:5]1C(OC(C)(C)C)=O)[CH3:3].Cl. The catalyst is C(OCC)(=O)C.CO.O1CCOCC1. The product is [CH3:1][CH:2]([C@H:4]1[CH2:9][NH:8][CH2:7][CH2:6][NH:5]1)[CH3:3]. The yield is 0.940. (2) The reactants are C(OC([N:8]1[CH2:13][C:12]([C:14]2[CH:19]=[C:18]([CH:20]3[CH2:25][CH2:24][N:23]([C:26](=[O:28])[CH3:27])[CH2:22][CH2:21]3)[CH:17]=[CH:16][C:15]=2[NH:29][C:30]([C:32]2[N:33](COCC[Si](C)(C)C)[CH:34]=[C:35]([C:37]#[N:38])[N:36]=2)=[O:31])=[CH:11][CH2:10][CH2:9]1)=O)(C)(C)C.CCO.[C:50]([OH:56])([C:52]([F:55])([F:54])[F:53])=[O:51]. The catalyst is C(Cl)Cl. The product is [C:50]([OH:56])([C:52]([F:55])([F:54])[F:53])=[O:51].[F:53][C:52]([F:55])([F:54])[C:50]([OH:56])=[O:51].[C:26]([N:23]1[CH2:22][CH2:21][CH:20]([C:18]2[CH:17]=[CH:16][C:15]([NH:29][C:30]([C:32]3[NH:33][CH:34]=[C:35]([C:37]#[N:38])[N:36]=3)=[O:31])=[C:14]([C:12]3[CH2:13][NH:8][CH2:9][CH2:10][CH:11]=3)[CH:19]=2)[CH2:25][CH2:24]1)(=[O:28])[CH3:27]. The yield is 0.00100. (3) The reactants are [OH:1][C@@:2]1([C:9]#[C:10][C:11]2[CH:12]=[C:13]([N:17]3[C:25]4[CH2:24][CH2:23][N:22]([C:26]([O:28][C:29]([CH3:32])([CH3:31])[CH3:30])=[O:27])[CH2:21][C:20]=4[C:19]([C:33]([O:35]CC)=O)=[N:18]3)[CH:14]=[CH:15][CH:16]=2)[CH2:6][CH2:5][N:4]([CH3:7])[C:3]1=[O:8].[NH3:38]. The catalyst is CO. The product is [C:33]([C:19]1[C:20]2[CH2:21][N:22]([C:26]([O:28][C:29]([CH3:31])([CH3:30])[CH3:32])=[O:27])[CH2:23][CH2:24][C:25]=2[N:17]([C:13]2[CH:14]=[CH:15][CH:16]=[C:11]([C:10]#[C:9][C@:2]3([OH:1])[CH2:6][CH2:5][N:4]([CH3:7])[C:3]3=[O:8])[CH:12]=2)[N:18]=1)(=[O:35])[NH2:38]. The yield is 0.500.